From a dataset of Reaction yield outcomes from USPTO patents with 853,638 reactions. Predict the reaction yield, written as a fraction of the theoretical maximum amount of product (1.0 means a 100% yield; for example, 0.34 means a 34% yield). The product is [C:61]([C:63]1[CH:68]=[C:67]([CH:66]=[CH:65][CH:64]=1)[O:32][C@H:33]([C:54]1[CH:55]=[CH:56][CH:57]=[CH:58][CH:59]=1)[CH2:34][CH2:35][N:36]1[CH2:41][CH2:40][CH:39]([C:42]2[CH:43]=[C:44]([NH:48][C:49](=[O:53])[CH:50]([CH3:52])[CH3:51])[CH:45]=[CH:46][CH:47]=2)[CH2:38][CH2:37]1)(=[O:62])[CH3:60]. The reactants are C1(P(C2C=CC=CC=2)C2C=CC=CC=2)C=CC=CC=1.N(C(OCC)=O)=NC(OCC)=O.[OH:32][C@@H:33]([C:54]1[CH:59]=[CH:58][CH:57]=[CH:56][CH:55]=1)[CH2:34][CH2:35][N:36]1[CH2:41][CH2:40][CH:39]([C:42]2[CH:43]=[C:44]([NH:48][C:49](=[O:53])[CH:50]([CH3:52])[CH3:51])[CH:45]=[CH:46][CH:47]=2)[CH2:38][CH2:37]1.[CH3:60][C:61]([C:63]1[CH:64]=[CH:65][CH:66]=[C:67](O)[CH:68]=1)=[O:62]. The catalyst is C1COCC1. The yield is 0.399.